Dataset: Forward reaction prediction with 1.9M reactions from USPTO patents (1976-2016). Task: Predict the product of the given reaction. (1) Given the reactants [N+:1]([O-:4])(O)=[O:2].[C:5]([C:8]1[CH:22]=[CH:21][C:11]([O:12][CH2:13][CH2:14][CH2:15][C:16]([O:18][CH2:19][CH3:20])=[O:17])=[C:10]([O:23][CH3:24])[CH:9]=1)(=[O:7])[CH3:6], predict the reaction product. The product is: [C:5]([C:8]1[C:22]([N+:1]([O-:4])=[O:2])=[CH:21][C:11]([O:12][CH2:13][CH2:14][CH2:15][C:16]([O:18][CH2:19][CH3:20])=[O:17])=[C:10]([O:23][CH3:24])[CH:9]=1)(=[O:7])[CH3:6]. (2) Given the reactants [O:1]=[C:2]([CH:4]=[C:5]([CH3:7])C)[CH3:3].CCCC[N+:12]([CH2:21][CH2:22]CC)([CH2:17][CH2:18][CH2:19]C)CCCC.[F-], predict the reaction product. The product is: [NH:12]1[CH:17]=[CH:18][CH:19]=[C:21]1[CH2:22][CH2:7][CH2:5][CH2:4][C:2](=[O:1])[CH3:3]. (3) Given the reactants [F:1][C:2]([F:39])([F:38])[C:3]1[CH:4]=[C:5]([CH:31]=[C:32]([C:34]([F:37])([F:36])[F:35])[CH:33]=1)[CH2:6][N:7]([CH2:20][CH2:21][CH2:22][NH:23]C(OC(C)(C)C)=O)[C:8]([C:10]1[C:11]([Cl:19])=[N:12][C:13]([S:17][CH3:18])=[N:14][C:15]=1[Cl:16])=[O:9], predict the reaction product. The product is: [ClH:16].[F:38][C:2]([F:1])([F:39])[C:3]1[CH:4]=[C:5]([CH:31]=[C:32]([C:34]([F:37])([F:36])[F:35])[CH:33]=1)[CH2:6][N:7]([CH2:20][CH2:21][CH2:22][NH2:23])[C:8]([C:10]1[C:11]([Cl:19])=[N:12][C:13]([S:17][CH3:18])=[N:14][C:15]=1[Cl:16])=[O:9]. (4) Given the reactants [NH:1]([CH2:5][CH2:6][OH:7])[CH2:2][CH2:3][OH:4].Cl[C:9]1[CH:14]=[C:13]([C:15]2[CH:20]=[CH:19][CH:18]=[CH:17][N:16]=2)[N:12]=[C:11]([C:21]2[CH:26]=[CH:25][CH:24]=[CH:23][N:22]=2)[CH:10]=1, predict the reaction product. The product is: [OH:4][CH2:3][CH2:2][N:1]([C:9]1[CH:14]=[C:13]([C:15]2[CH:20]=[CH:19][CH:18]=[CH:17][N:16]=2)[N:12]=[C:11]([C:21]2[CH:26]=[CH:25][CH:24]=[CH:23][N:22]=2)[CH:10]=1)[CH2:5][CH2:6][OH:7]. (5) Given the reactants F[C:2]1[CH:7]=[CH:6][C:5]([C:8]([F:11])([F:10])[F:9])=[CH:4][C:3]=1[N+:12]([O-:14])=[O:13].[CH3:15][N:16]([CH3:22])[CH2:17][CH2:18][CH2:19][NH:20][CH3:21].C([O-])(O)=O.[Na+], predict the reaction product. The product is: [CH3:15][N:16]([CH3:22])[CH2:17][CH2:18][CH2:19][N:20]([CH3:21])[C:2]1[CH:7]=[CH:6][C:5]([C:8]([F:11])([F:10])[F:9])=[CH:4][C:3]=1[N+:12]([O-:14])=[O:13].